This data is from Full USPTO retrosynthesis dataset with 1.9M reactions from patents (1976-2016). The task is: Predict the reactants needed to synthesize the given product. (1) Given the product [CH3:36][C:37]1[N:42]=[CH:41][C:40]([C:2]2[C:3]([N:22]3[CH2:26][CH2:25][C@@H:24]([NH:27][CH3:28])[CH2:23]3)=[N:4][CH:5]=[C:6]([C:8]([NH:9][C:10]3[CH:11]=[CH:12][C:13]([O:16][C:17]([F:20])([F:19])[F:18])=[CH:14][CH:15]=3)=[O:21])[CH:7]=2)=[CH:39][CH:38]=1, predict the reactants needed to synthesize it. The reactants are: Br[C:2]1[C:3]([N:22]2[CH2:26][CH2:25][C@@H:24]([N:27](C)[C:28](=O)OC(C)(C)C)[CH2:23]2)=[N:4][CH:5]=[C:6]([C:8](=[O:21])[NH:9][C:10]2[CH:15]=[CH:14][C:13]([O:16][C:17]([F:20])([F:19])[F:18])=[CH:12][CH:11]=2)[CH:7]=1.[CH3:36][C:37]1[N:42]=[CH:41][C:40](B(O)O)=[CH:39][CH:38]=1. (2) Given the product [C:1]([N:5]1[C:9]([C:10]2[CH:15]=[CH:14][CH:13]=[CH:12][CH:11]=2)=[CH:8][C:7]([CH2:16][CH2:17][CH2:18][N:29]2[CH2:30][CH2:31][N:26]([C:20]3[CH:25]=[CH:24][CH:23]=[CH:22][CH:21]=3)[CH2:27][CH2:28]2)=[N:6]1)([CH3:4])([CH3:3])[CH3:2], predict the reactants needed to synthesize it. The reactants are: [C:1]([N:5]1[C:9]([C:10]2[CH:15]=[CH:14][CH:13]=[CH:12][CH:11]=2)=[CH:8][C:7]([CH2:16][CH2:17][CH:18]=O)=[N:6]1)([CH3:4])([CH3:3])[CH3:2].[C:20]1([N:26]2[CH2:31][CH2:30][NH:29][CH2:28][CH2:27]2)[CH:25]=[CH:24][CH:23]=[CH:22][CH:21]=1.C(N(C(C)C)CC)(C)C.[BH-](OC(C)=O)(OC(C)=O)OC(C)=O.[Na+].